This data is from Full USPTO retrosynthesis dataset with 1.9M reactions from patents (1976-2016). The task is: Predict the reactants needed to synthesize the given product. (1) Given the product [Cl:1][C:2]1[CH:7]=[CH:6][CH:5]=[C:4]([Cl:8])[C:3]=1[CH2:9][CH:10]=[O:11], predict the reactants needed to synthesize it. The reactants are: [Cl:1][C:2]1[CH:7]=[CH:6][CH:5]=[C:4]([Cl:8])[C:3]=1[CH2:9][CH2:10][OH:11].C(OI1(OC(=O)C)(OC(=O)C)C2C(=CC=CC=2)C(=O)O1)(=O)C.C([O-])(O)=O.[Na+].[O-]S([O-])(=S)=O.[Na+].[Na+]. (2) Given the product [CH3:1][C:2]1[N:3]([CH2:30][C:31]([OH:33])=[O:32])[C:4]2[CH2:5][C:6]([CH3:29])([CH3:28])[CH2:7][C:8](=[O:27])[C:9]=2[C:10]=1[CH2:11][C:12]1[CH:17]=[CH:16][CH:15]=[CH:14][C:13]=1[S:18]([C:21]1[CH:26]=[CH:25][CH:24]=[CH:23][CH:22]=1)(=[O:20])=[O:19], predict the reactants needed to synthesize it. The reactants are: [CH3:1][C:2]1[N:3]([CH2:30][C:31]([O:33]CC)=[O:32])[C:4]2[CH2:5][C:6]([CH3:29])([CH3:28])[CH2:7][C:8](=[O:27])[C:9]=2[C:10]=1[CH2:11][C:12]1[CH:17]=[CH:16][CH:15]=[CH:14][C:13]=1[S:18]([C:21]1[CH:26]=[CH:25][CH:24]=[CH:23][CH:22]=1)(=[O:20])=[O:19].[OH-].[Na+]. (3) The reactants are: [F:1][C:2]1[CH:3]=[C:4]([N:21]2[CH2:25][C@H:24]([CH2:26][NH:27][C:28](=[O:30])[CH3:29])[O:23][C:22]2=[O:31])[CH:5]=[CH:6][C:7]=1[N:8]1[CH:12]=[C:11]([CH:13](O)[C:14]2[CH:19]=[CH:18][CH:17]=[CH:16][N:15]=2)[N:10]=[N:9]1.Cl. Given the product [F:1][C:2]1[CH:3]=[C:4]([N:21]2[CH2:25][C@H:24]([CH2:26][NH:27][C:28](=[O:30])[CH3:29])[O:23][C:22]2=[O:31])[CH:5]=[CH:6][C:7]=1[N:8]1[CH:12]=[C:11]([CH2:13][C:14]2[CH:19]=[CH:18][CH:17]=[CH:16][N:15]=2)[N:10]=[N:9]1, predict the reactants needed to synthesize it. (4) Given the product [F:58][C:57]([F:60])([F:59])[C:55]([OH:61])=[O:56].[CH3:1][N:2]1[CH:6]=[C:5]([C:7]2[C:11]([CH3:12])=[C:10]([NH:13][C:14]([NH:54][CH:52]([C:48]3[CH:49]=[CH:50][CH:51]=[C:46]([CH2:45][O:44][CH3:43])[CH:47]=3)[CH3:53])=[O:22])[N:9]([C:23]3[CH:24]=[CH:25][CH:26]=[CH:27][CH:28]=3)[N:8]=2)[CH:4]=[N:3]1, predict the reactants needed to synthesize it. The reactants are: [CH3:1][N:2]1[CH:6]=[C:5]([C:7]2[C:11]([CH3:12])=[C:10]([NH:13][C:14](=[O:22])OC3C=CC=CC=3)[N:9]([C:23]3[CH:28]=[CH:27][CH:26]=[CH:25][CH:24]=3)[N:8]=2)[CH:4]=[N:3]1.C1(C2C=CC(COC)=CC=2CN)CC1.[CH3:43][O:44][CH2:45][C:46]1[CH:47]=[C:48]([CH:52]([NH2:54])[CH3:53])[CH:49]=[CH:50][CH:51]=1.[C:55]([OH:61])([C:57]([F:60])([F:59])[F:58])=[O:56]. (5) Given the product [F:13][C:14]1[CH:24]=[C:23]([F:25])[CH:22]=[CH:21][C:15]=1[CH2:16][N:17]([CH2:18][CH2:19][CH3:20])[C:10](=[O:12])[CH2:9][CH2:8][C:5]1[CH:4]=[CH:3][C:2]([OH:1])=[CH:7][CH:6]=1, predict the reactants needed to synthesize it. The reactants are: [OH:1][C:2]1[CH:7]=[CH:6][C:5]([CH2:8][CH2:9][C:10]([OH:12])=O)=[CH:4][CH:3]=1.[F:13][C:14]1[CH:24]=[C:23]([F:25])[CH:22]=[CH:21][C:15]=1[CH2:16][NH:17][CH2:18][CH2:19][CH3:20].CN(C(ON1N=NC2C=CC=CC1=2)=[N+](C)C)C.[B-](F)(F)(F)F.CCN(C(C)C)C(C)C.C(=O)([O-])O.[Na+]. (6) Given the product [F:15][C:16]1[N:17]=[CH:18][C:19]([CH:20]([C:7]2[CH:12]=[CH:11][C:10]([S:13][CH3:14])=[CH:9][CH:8]=2)[OH:21])=[CH:22][CH:23]=1, predict the reactants needed to synthesize it. The reactants are: [Mg].BrCCBr.Br[C:7]1[CH:12]=[CH:11][C:10]([S:13][CH3:14])=[CH:9][CH:8]=1.[F:15][C:16]1[CH:23]=[CH:22][C:19]([CH:20]=[O:21])=[CH:18][N:17]=1.Cl. (7) Given the product [CH3:21][C:20]1[O:26][C:25]([CH:27]2[CH2:32][CH2:31][N:30]([C:33]([O:35][C:36]([CH3:39])([CH3:38])[CH3:37])=[O:34])[CH2:29][CH2:28]2)=[N:24][N:23]=1, predict the reactants needed to synthesize it. The reactants are: C1C=CC(P(C2C=CC=CC=2)C2C=CC=CC=2)=CC=1.[C:20]([NH:23][NH:24][C:25]([CH:27]1[CH2:32][CH2:31][N:30]([C:33]([O:35][C:36]([CH3:39])([CH3:38])[CH3:37])=[O:34])[CH2:29][CH2:28]1)=[O:26])(=O)[CH3:21].ClC(Cl)(Cl)C(Cl)(Cl)Cl.CCN(C(C)C)C(C)C. (8) Given the product [CH3:20][O:19][C:16]1[CH:17]=[CH:18][C:13]([CH2:12][O:10][C:9]2[CH:8]=[CH:7][C:4]([CH:5]=[O:6])=[CH:3][C:2]=2[Br:1])=[CH:14][CH:15]=1, predict the reactants needed to synthesize it. The reactants are: [Br:1][C:2]1[CH:3]=[C:4]([CH:7]=[CH:8][C:9]=1[OH:10])[CH:5]=[O:6].Br[CH2:12][C:13]1[CH:18]=[CH:17][C:16]([O:19][CH3:20])=[CH:15][CH:14]=1.CCN(C(C)C)C(C)C.